From a dataset of Forward reaction prediction with 1.9M reactions from USPTO patents (1976-2016). Predict the product of the given reaction. (1) The product is: [CH3:14][NH:13][C:5]1[C:6]([N+:10]([O-:12])=[O:11])=[CH:7][CH:8]=[CH:9][C:4]=1[C:3]([OH:21])=[O:2]. Given the reactants C[O:2][C:3](=[O:21])[C:4]1[CH:9]=[CH:8][CH:7]=[C:6]([N+:10]([O-:12])=[O:11])[C:5]=1[N:13](C)[C:14](=O)C(F)(F)F.[OH-].[Na+].Cl, predict the reaction product. (2) Given the reactants [CH:1]1([N:6]2[CH2:12][C:11]([F:14])([F:13])[C:10](=[O:15])[N:9]([CH3:16])[C:8]3[CH:17]=[N:18][C:19]([NH:21][C:22]4[CH:30]=[CH:29][C:25]([C:26]([OH:28])=O)=[CH:24][C:23]=4[CH3:31])=[N:20][C:7]2=3)[CH2:5][CH2:4][CH2:3][CH2:2]1.ON1C2C=CC=CC=2N=N1.F[P-](F)(F)(F)(F)F.CN(C(N(C)C)=[N+]1C2C=CC=CC=2[N+]([O-])=N1)C.C(N(C(C)C)CC)(C)C.[NH2:75][CH:76]1[CH2:81][CH2:80][N:79]([CH3:82])[CH2:78][CH2:77]1, predict the reaction product. The product is: [CH:1]1([N:6]2[CH2:12][C:11]([F:14])([F:13])[C:10](=[O:15])[N:9]([CH3:16])[C:8]3[CH:17]=[N:18][C:19]([NH:21][C:22]4[CH:30]=[CH:29][C:25]([C:26]([NH:75][CH:76]5[CH2:81][CH2:80][N:79]([CH3:82])[CH2:78][CH2:77]5)=[O:28])=[CH:24][C:23]=4[CH3:31])=[N:20][C:7]2=3)[CH2:2][CH2:3][CH2:4][CH2:5]1. (3) The product is: [CH2:11]([C:13]1[CH:20]=[CH:19][C:16]([C:17]#[N:18])=[CH:15][CH:14]=1)[CH2:10][CH2:9][CH2:8][CH2:7][CH2:6][CH2:5][CH2:4][CH2:3][CH2:2][CH3:1]. Given the reactants [CH2:1]=[CH:2][CH2:3][CH2:4][CH2:5][CH2:6][CH2:7][CH2:8][CH2:9][CH2:10][CH3:11].Br[C:13]1[CH:20]=[CH:19][C:16]([C:17]#[N:18])=[CH:15][CH:14]=1, predict the reaction product.